This data is from Catalyst prediction with 721,799 reactions and 888 catalyst types from USPTO. The task is: Predict which catalyst facilitates the given reaction. (1) Product: [Cl:20][C:16]1[CH:15]=[C:14]([S:11]([NH:10][C:8](=[O:9])[NH:7][C:5]2[S:6][C:2]([S:22][CH3:21])=[CH:3][N:4]=2)(=[O:13])=[O:12])[CH:19]=[CH:18][CH:17]=1. The catalyst class is: 5. Reactant: Br[C:2]1[S:6][C:5]([NH:7][C:8]([NH:10][S:11]([C:14]2[CH:19]=[CH:18][CH:17]=[C:16]([Cl:20])[CH:15]=2)(=[O:13])=[O:12])=[O:9])=[N:4][CH:3]=1.[CH3:21][S:22](C)=O. (2) Reactant: Cl.Cl.[NH2:3][C@@H:4]([CH2:9][C:10]1[N:11]=[CH:12][N:13]([CH3:15])[CH:14]=1)[C:5]([O:7][CH3:8])=[O:6].C([O-])(=O)C.[Na+].O=[CH:22][CH2:23][NH:24][C:25](=[O:31])[O:26][C:27]([CH3:30])([CH3:29])[CH3:28].C([BH3-])#N.[Na+].Cl.C(=O)(O)[O-].[Na+]. Product: [C:27]([O:26][C:25]([NH:24][CH2:23][CH2:22][NH:3][C@@H:4]([CH2:9][C:10]1[N:11]=[CH:12][N:13]([CH3:15])[CH:14]=1)[C:5]([O:7][CH3:8])=[O:6])=[O:31])([CH3:30])([CH3:29])[CH3:28]. The catalyst class is: 24.